Dataset: Reaction yield outcomes from USPTO patents with 853,638 reactions. Task: Predict the reaction yield, written as a fraction of the theoretical maximum amount of product (1.0 means a 100% yield; for example, 0.34 means a 34% yield). (1) The yield is 0.560. The reactants are [C:1]([C:4]1[CH:5]=[N:6][C:7]2[C:12]([C:13]=1[NH:14][C@H:15]1[CH2:20][CH2:19][C@H:18]([NH:21]C(=O)OC(C)(C)C)[CH2:17][CH2:16]1)=[N:11][C:10]([Cl:29])=[CH:9][CH:8]=2)(=[O:3])[CH3:2].[ClH:30]. No catalyst specified. The product is [ClH:29].[ClH:30].[NH2:21][CH:18]1[CH2:19][CH2:20][CH:15]([NH:14][C:13]2[C:12]3[C:7](=[CH:8][CH:9]=[C:10]([Cl:29])[N:11]=3)[N:6]=[CH:5][C:4]=2[C:1](=[O:3])[CH3:2])[CH2:16][CH2:17]1. (2) The reactants are Br[C:2]1[CH:3]=[C:4]([CH:9]=[C:10]([N:12]([CH3:17])[S:13]([CH3:16])(=[O:15])=[O:14])[CH:11]=1)[C:5]([O:7]C)=[O:6].[CH3:18][C:19]1[CH:20]=[C:21](B(O)O)[CH:22]=[CH:23][CH:24]=1.C(N(CC)CC)C.N.Cl. The catalyst is C(OCC)(=O)C.C1(C)C=CC=CC=1.C([O-])(=O)C.[Pd+2].C([O-])(=O)C.C(=O)([O-])[O-].[Cs+].[Cs+].CN(C)C=O. The product is [CH3:18][C:19]1[CH:24]=[C:23]([C:2]2[CH:11]=[C:10]([N:12]([CH3:17])[S:13]([CH3:16])(=[O:15])=[O:14])[CH:9]=[C:4]([C:5]([OH:7])=[O:6])[CH:3]=2)[CH:22]=[CH:21][CH:20]=1. The yield is 0.750. (3) The catalyst is CCO.CC(=O)OCC.CCCCCC. The product is [Br:9][C:5]1[C:6]([CH3:8])=[CH:7][C:2]2[N:1]=[CH:13][O:10][C:3]=2[CH:4]=1. The yield is 0.380. The reactants are [NH2:1][C:2]1[CH:7]=[C:6]([CH3:8])[C:5]([Br:9])=[CH:4][C:3]=1[OH:10].[Yb+3].F[C:13](F)(F)S([O-])(=O)=O.FC(F)(F)S([O-])(=O)=O.FC(F)(F)S([O-])(=O)=O.C(OC)(OC)OC. (4) The reactants are Cl.[NH:2]1[CH2:7][CH2:6][C:5](=[O:8])[CH2:4][CH2:3]1.C(N(CC)CC)C.[C:16]([O:20][C:21](O[C:21]([O:20][C:16]([CH3:19])([CH3:18])[CH3:17])=[O:22])=[O:22])([CH3:19])([CH3:18])[CH3:17]. The catalyst is O1CCOCC1.O.ClCCl. The product is [O:8]=[C:5]1[CH2:6][CH2:7][N:2]([C:21]([O:20][C:16]([CH3:19])([CH3:18])[CH3:17])=[O:22])[CH2:3][CH2:4]1. The yield is 0.843. (5) The reactants are ClC(Cl)(Cl)C([N:5]1[CH2:10][CH2:9][N:8]([C:11]2[CH:20]=[C:19]([S:21]([N:24]3[C:32]4[C:27](=[CH:28][C:29]([Cl:33])=[CH:30][CH:31]=4)[C:26]([CH:34]([F:36])[F:35])=[CH:25]3)(=[O:23])=[O:22])[C:18]3[C:13](=[CH:14][CH:15]=[CH:16][CH:17]=3)[C:12]=2[O:37][CH3:38])[CH2:7][CH2:6]1)=O.[OH-].[K+]. The catalyst is C1COCC1. The product is [Cl:33][C:29]1[CH:28]=[C:27]2[C:32](=[CH:31][CH:30]=1)[N:24]([S:21]([C:19]1[C:18]3[C:13](=[CH:14][CH:15]=[CH:16][CH:17]=3)[C:12]([O:37][CH3:38])=[C:11]([N:8]3[CH2:9][CH2:10][NH:5][CH2:6][CH2:7]3)[CH:20]=1)(=[O:23])=[O:22])[CH:25]=[C:26]2[CH:34]([F:35])[F:36]. The yield is 0.840. (6) The reactants are [OH:1][CH2:2][C:3]1[CH:30]=[CH:29][C:6]2[N:7]([CH2:24][CH2:25][CH:26]([CH3:28])[CH3:27])[C:8]([CH2:10][N:11]3[C:15]4[CH:16]=[CH:17][CH:18]=[CH:19][C:14]=4[N:13]([CH:20]([CH3:22])[CH3:21])[C:12]3=[O:23])=[N:9][C:5]=2[CH:4]=1.[CH3:31][S:32](Cl)(=[O:34])=[O:33]. The catalyst is C(Cl)Cl. The product is [CH:20]([N:13]1[C:14]2[CH:19]=[CH:18][CH:17]=[CH:16][C:15]=2[N:11]([CH2:10][C:8]2[N:7]([CH2:24][CH2:25][CH:26]([CH3:28])[CH3:27])[C:6]3[CH:29]=[CH:30][C:3]([CH2:2][O:1][S:32]([CH3:31])(=[O:34])=[O:33])=[CH:4][C:5]=3[N:9]=2)[C:12]1=[O:23])([CH3:21])[CH3:22]. The yield is 0.330. (7) The reactants are [CH3:1][C:2]1[C:10]2[C:5](=[CH:6][N:7]=[CH:8][CH:9]=2)[S:4][C:3]=1[C:11](OCC)=[O:12].[Cl-].[Ca+2].[Cl-].[BH4-].[Na+].[Cl-].[NH4+]. The catalyst is O1CCCC1.[O-2].[O-2].[Mn+4].C(O)C. The product is [CH3:1][C:2]1[C:10]2[C:5](=[CH:6][N:7]=[CH:8][CH:9]=2)[S:4][C:3]=1[CH:11]=[O:12]. The yield is 0.870. (8) The reactants are O[CH2:2][C:3]1[CH:12]=[N:11][C:10]2[N:9]3[CH2:13][CH2:14][CH2:15][CH2:16][C@H:8]3[C:7](=[O:17])[NH:6][C:5]=2[CH:4]=1.Cl.Cl.[CH:20]1([NH:23][C:24](=[O:38])[C:25]2[CH:30]=[CH:29][C:28]([N:31]3[CH2:36][CH2:35][NH:34][CH2:33][CH2:32]3)=[C:27]([CH3:37])[CH:26]=2)[CH2:22][CH2:21]1.[I-].C(C[P+](C)(C)C)#N.C(N(CC)C(C)C)(C)C. The catalyst is C(#N)CC. The product is [CH:20]1([NH:23][C:24](=[O:38])[C:25]2[CH:30]=[CH:29][C:28]([N:31]3[CH2:32][CH2:33][N:34]([CH2:2][C:3]4[CH:12]=[N:11][C:10]5[N:9]6[CH2:13][CH2:14][CH2:15][CH2:16][C@H:8]6[C:7](=[O:17])[NH:6][C:5]=5[CH:4]=4)[CH2:35][CH2:36]3)=[C:27]([CH3:37])[CH:26]=2)[CH2:22][CH2:21]1. The yield is 0.249.